This data is from Catalyst prediction with 721,799 reactions and 888 catalyst types from USPTO. The task is: Predict which catalyst facilitates the given reaction. (1) Product: [CH2:1]([O:3][C:4](=[O:20])[CH2:5][O:6][C:7]1[C:15]2[C:10](=[N+:11]([O-:25])[CH:12]=[CH:13][CH:14]=2)[S:9][C:8]=1[C:16]([O:18][CH3:19])=[O:17])[CH3:2]. Reactant: [CH2:1]([O:3][C:4](=[O:20])[CH2:5][O:6][C:7]1[C:15]2[C:10](=[N:11][CH:12]=[CH:13][CH:14]=2)[S:9][C:8]=1[C:16]([O:18][CH3:19])=[O:17])[CH3:2].OO.NC(N)=[O:25].C(OC(C(F)(F)F)=O)(C(F)(F)F)=O.C([O-])(O)=O.[Na+]. The catalyst class is: 23. (2) Reactant: [Br:1][C:2]1[CH:10]=[CH:9][C:5]([C:6](Cl)=[O:7])=[CH:4][CH:3]=1.[C:11]1([CH3:18])[C:16]([OH:17])=[CH:15][CH:14]=[CH:13][CH:12]=1.[Al+3].[Cl-].[Cl-].[Cl-].O. Product: [Br:1][C:2]1[CH:10]=[CH:9][C:5]([C:6]([C:13]2[CH:14]=[CH:15][C:16]([OH:17])=[C:11]([CH3:18])[CH:12]=2)=[O:7])=[CH:4][CH:3]=1. The catalyst class is: 2. (3) Reactant: [H-].[Na+].[Br:3][C:4]1[C:9](=[O:10])[NH:8][C:7]([C:11]([N:13]([O:15][CH3:16])[CH3:14])=[O:12])=[C:6]([CH3:17])[CH:5]=1.[CH3:18][O:19][C:20]1[CH:27]=[CH:26][C:23]([CH2:24]Cl)=[CH:22][CH:21]=1. Product: [Br:3][C:4]1[C:9](=[O:10])[N:8]([CH2:24][C:23]2[CH:26]=[CH:27][C:20]([O:19][CH3:18])=[CH:21][CH:22]=2)[C:7]([C:11]([N:13]([O:15][CH3:16])[CH3:14])=[O:12])=[C:6]([CH3:17])[CH:5]=1. The catalyst class is: 9. (4) Reactant: [S:1]1[CH:5]=[CH:4][CH:3]=[C:2]1[C:6]([OH:8])=[O:7].C([Li])CCC.[C:14](=[O:16])=[O:15]. Product: [S:1]1[CH:5]=[CH:4][C:3]([C:14]([OH:16])=[O:15])=[C:2]1[C:6]([OH:8])=[O:7]. The catalyst class is: 1. (5) The catalyst class is: 2. Product: [C:1]([O:5][C:6](=[O:15])[NH:7][CH:8]1[CH2:13][CH2:12][CH2:11][C:10](=[O:14])[CH2:9]1)([CH3:4])([CH3:2])[CH3:3]. Reactant: [C:1]([O:5][C:6](=[O:15])[NH:7][CH:8]1[CH2:13][CH2:12][CH2:11][CH:10]([OH:14])[CH2:9]1)([CH3:4])([CH3:3])[CH3:2].CC(OI1(OC(C)=O)(OC(C)=O)OC(=O)C2C=CC=CC1=2)=O. (6) Reactant: [OH:1][C@H:2]1[CH2:6][CH2:5][N:4]([CH:7]2[CH2:12][CH2:11][N:10](C(OC(C)(C)C)=O)[CH2:9][CH2:8]2)[CH2:3]1.[ClH:20]. Product: [ClH:20].[NH:10]1[CH2:11][CH2:12][CH:7]([N:4]2[CH2:5][CH2:6][C@H:2]([OH:1])[CH2:3]2)[CH2:8][CH2:9]1. The catalyst class is: 12. (7) Reactant: [Cl:1][C:2]1[CH:3]=[C:4]2[C:8](=[CH:9][CH:10]=1)[N:7]([CH2:11][C:12]1[CH:17]=[CH:16][C:15]([O:18][C:19]([F:22])([F:21])[F:20])=[CH:14][CH:13]=1)[C:6]([C:23](=[O:26])[CH2:24][CH3:25])=[C:5]2[CH3:27].C[Si]([N-][Si](C)(C)C)(C)C.[K+].Br[CH2:39][C:40]1[CH:49]=[CH:48][C:43]([C:44]([O:46]C)=[O:45])=[CH:42][CH:41]=1.[Li+].[OH-].C(Cl)CCl.C1C=CC2N(O)N=NC=2C=1.Cl.C([O:71][C:72](=[O:76])[CH2:73][CH2:74][NH2:75])(C)(C)C.CCN(C(C)C)C(C)C. Product: [C:44]([OH:46])([C:19]([F:20])([F:21])[F:22])=[O:45].[Cl:1][C:2]1[CH:3]=[C:4]2[C:8](=[CH:9][CH:10]=1)[N:7]([CH2:11][C:12]1[CH:13]=[CH:14][C:15]([O:18][C:19]([F:21])([F:20])[F:22])=[CH:16][CH:17]=1)[C:6]([C:23](=[O:26])[CH:24]([CH3:25])[CH2:39][C:40]1[CH:41]=[CH:42][C:43]([C:44]([NH:75][CH2:74][CH2:73][C:72]([OH:76])=[O:71])=[O:46])=[CH:48][CH:49]=1)=[C:5]2[CH3:27]. The catalyst class is: 118. (8) Reactant: [Br:1][C:2]1[CH:7]=[CH:6][N:5]=[C:4](F)[CH:3]=1.[N:9]1[CH:14]=[CH:13][CH:12]=[CH:11][C:10]=1[CH2:15][NH2:16]. Product: [Br:1][C:2]1[CH:7]=[CH:6][N:5]=[C:4]([NH:16][CH2:15][C:10]2[CH:11]=[CH:12][CH:13]=[CH:14][N:9]=2)[CH:3]=1. The catalyst class is: 37. (9) Reactant: FC(F)(F)C(O)=O.[Cl:8][C:9]1[CH:10]=[C:11]([C:19]2[O:23][N:22]=[C:21]([C:24]3[CH:25]=[CH:26][CH:27]=[C:28]4[C:32]=3[N:31]([CH3:33])[CH:30]=[C:29]4[CH2:34][CH2:35][C:36]([O:38]C(C)(C)C)=[O:37])[N:20]=2)[CH:12]=[CH:13][C:14]=1[O:15][CH:16]([CH3:18])[CH3:17]. Product: [Cl:8][C:9]1[CH:10]=[C:11]([C:19]2[O:23][N:22]=[C:21]([C:24]3[CH:25]=[CH:26][CH:27]=[C:28]4[C:32]=3[N:31]([CH3:33])[CH:30]=[C:29]4[CH2:34][CH2:35][C:36]([OH:38])=[O:37])[N:20]=2)[CH:12]=[CH:13][C:14]=1[O:15][CH:16]([CH3:17])[CH3:18]. The catalyst class is: 4. (10) Reactant: [CH3:1][C:2]1[CH:7]=[C:6]([CH3:8])[CH:5]=[C:4]([CH3:9])[C:3]=1[N:10]=[C:11]=[O:12].[NH2:13][C:14]1[CH:19]=[C:18]([F:20])[C:17]([F:21])=[CH:16][C:15]=1[C:22]([NH:24][C@@H:25]([CH:30]1[CH2:35][CH2:34][CH2:33][CH2:32][CH2:31]1)[C:26]([O:28][CH3:29])=[O:27])=[O:23]. Product: [CH:30]1([C@H:25]([NH:24][C:22]([C:15]2[CH:16]=[C:17]([F:21])[C:18]([F:20])=[CH:19][C:14]=2[NH:13][C:11]([NH:10][C:3]2[C:2]([CH3:1])=[CH:7][C:6]([CH3:8])=[CH:5][C:4]=2[CH3:9])=[O:12])=[O:23])[C:26]([O:28][CH3:29])=[O:27])[CH2:35][CH2:34][CH2:33][CH2:32][CH2:31]1. The catalyst class is: 17.